From a dataset of Full USPTO retrosynthesis dataset with 1.9M reactions from patents (1976-2016). Predict the reactants needed to synthesize the given product. (1) Given the product [CH3:1][C:2]1[C:11]([CH3:12])=[C:10]2[C:5]([CH2:6][CH2:7][C@:8]([CH2:14][CH2:15][CH2:16][C@@H:17]([CH2:19][CH2:20][CH2:21][C@@H:22]([CH2:24][CH2:25][CH2:26][CH:27]([CH3:29])[CH3:28])[CH3:23])[CH3:18])([CH3:13])[O:9]2)=[C:4]([CH3:30])[C:3]=1[OH:31].[CH3:32][CH:33]([CH2:39][C:38]([OH:37])=[O:40])[CH2:34][C:35]([OH:9])=[O:36], predict the reactants needed to synthesize it. The reactants are: [CH3:1][C:2]1[C:11]([CH3:12])=[C:10]2[C:5]([CH2:6][CH2:7][C@:8]([CH2:14][CH2:15][CH2:16][C@@H:17]([CH2:19][CH2:20][CH2:21][C@@H:22]([CH2:24][CH2:25][CH2:26][CH:27]([CH3:29])[CH3:28])[CH3:23])[CH3:18])([CH3:13])[O:9]2)=[C:4]([CH3:30])[C:3]=1[OH:31].[CH3:32][CH:33]1[CH2:39][C:38](=[O:40])[O:37][C:35](=[O:36])[CH2:34]1.[Cl-].[Al+3].[Cl-].[Cl-]. (2) Given the product [CH2:1]([O:3][C:4](=[O:24])[CH2:5][C:6]1[CH:11]=[CH:10][C:9]([Cl:32])=[C:8]([O:13][C:14]2[CH:19]=[C:18]([C:20]#[N:21])[CH:17]=[C:16]([Br:22])[CH:15]=2)[C:7]=1[F:23])[CH3:2], predict the reactants needed to synthesize it. The reactants are: [CH2:1]([O:3][C:4](=[O:24])[CH2:5][C:6]1[CH:11]=[CH:10][C:9](N)=[C:8]([O:13][C:14]2[CH:19]=[C:18]([C:20]#[N:21])[CH:17]=[C:16]([Br:22])[CH:15]=2)[C:7]=1[F:23])[CH3:2].C(ON=O)(C)(C)C.[ClH:32]. (3) Given the product [CH3:1][O:2][C:3]1[CH:10]=[CH:9][CH:8]=[C:7]2[C:4]=1[CH:5]=[C:13]([C:14]([O:16][CH2:17][CH3:18])=[O:15])[CH:12]=[C:11]2[OH:19], predict the reactants needed to synthesize it. The reactants are: [CH3:1][O:2][C:3]1[CH:10]=[CH:9][CH:8]=[CH:7][C:4]=1[CH:5]=O.[C:11](OCC)(=[O:19])[CH2:12][CH2:13][C:14]([O:16][CH2:17][CH3:18])=[O:15].O(C(C)(C)C)[K].CC(OC(C)=O)=O.CC([O-])=O.[Na+]. (4) The reactants are: [C:1]([C:3]1[CH:4]=[C:5]([NH:10][C:11](=[O:14])[CH2:12][CH3:13])[CH:6]=[C:7]([F:9])[CH:8]=1)#[N:2].O1C2C=CC(CNC3C=C(C=CC=3F)C#N)=CC=2OCC1.[CH3:36][S:37]([C:40]1[CH:47]=[CH:46][C:43]([CH2:44]Br)=[CH:42][CH:41]=1)(=[O:39])=[O:38]. Given the product [C:1]([C:3]1[CH:4]=[C:5]([N:10]([CH2:44][C:43]2[CH:42]=[CH:41][C:40]([S:37]([CH3:36])(=[O:39])=[O:38])=[CH:47][CH:46]=2)[C:11](=[O:14])[CH2:12][CH3:13])[CH:6]=[C:7]([F:9])[CH:8]=1)#[N:2], predict the reactants needed to synthesize it. (5) Given the product [F:1][C:2]([F:36])([F:35])[C:3]1[CH:4]=[C:5]([C:13]([CH3:34])([CH3:33])[C:14]([N:16]([C:18]2[CH:19]=[N:20][C:21]([N:42]3[CH2:41][C:40](=[O:43])[N:39]4[CH2:44][CH2:45][CH2:46][C@@H:38]4[CH2:37]3)=[CH:22][C:23]=2[C:24]2[CH:29]=[CH:28][C:27]([F:30])=[CH:26][C:25]=2[CH3:31])[CH3:17])=[O:15])[CH:6]=[C:7]([C:9]([F:12])([F:11])[F:10])[CH:8]=1, predict the reactants needed to synthesize it. The reactants are: [F:1][C:2]([F:36])([F:35])[C:3]1[CH:4]=[C:5]([C:13]([CH3:34])([CH3:33])[C:14]([N:16]([C:18]2[CH:19]=[N:20][C:21](Cl)=[CH:22][C:23]=2[C:24]2[CH:29]=[CH:28][C:27]([F:30])=[CH:26][C:25]=2[CH3:31])[CH3:17])=[O:15])[CH:6]=[C:7]([C:9]([F:12])([F:11])[F:10])[CH:8]=1.[CH2:37]1[NH:42][CH2:41][C:40](=[O:43])[N:39]2[CH2:44][CH2:45][CH2:46][C@@H:38]12.C(=O)([O-])[O-].[K+].[K+].[NH4+].[Cl-]. (6) Given the product [CH2:36]([C:2]1[CH:7]=[CH:6][C:5]([C:8]2[N:13]=[CH:12][C:11]([CH2:14][N:15]3[CH:20]=[C:19]4[N:21]=[C:22]([C:24]5[CH:29]=[CH:28][CH:27]=[C:26]([F:30])[C:25]=5[F:31])[N:23]=[C:18]4[CH:17]=[N:16]3)=[CH:10][CH:9]=2)=[CH:4][C:3]=1[C:32]([F:34])([F:33])[F:35])[CH2:37][CH2:38][CH3:39], predict the reactants needed to synthesize it. The reactants are: Br[C:2]1[CH:7]=[CH:6][C:5]([C:8]2[N:13]=[CH:12][C:11]([CH2:14][N:15]3[CH:20]=[C:19]4[N:21]=[C:22]([C:24]5[CH:29]=[CH:28][CH:27]=[C:26]([F:30])[C:25]=5[F:31])[N:23]=[C:18]4[CH:17]=[N:16]3)=[CH:10][CH:9]=2)=[CH:4][C:3]=1[C:32]([F:35])([F:34])[F:33].[CH2:36](B(O)O)[CH2:37][CH2:38][CH3:39].C(=O)([O-])[O-].[K+].[K+].C1(C)C=CC=CC=1.